The task is: Predict which catalyst facilitates the given reaction.. This data is from Catalyst prediction with 721,799 reactions and 888 catalyst types from USPTO. Reactant: [NH2:1][C:2]1[CH:3]=[C:4]([OH:8])[CH:5]=[CH:6][CH:7]=1.[Br:9][C:10]1[C:11]([NH:17][CH2:18][CH2:19][CH2:20][CH2:21][OH:22])=[N:12][C:13](Cl)=[N:14][CH:15]=1.Cl. Product: [Br:9][C:10]1[C:11]([NH:17][CH2:18][CH2:19][CH2:20][CH2:21][OH:22])=[N:12][C:13]([NH:1][C:2]2[CH:3]=[C:4]([OH:8])[CH:5]=[CH:6][CH:7]=2)=[N:14][CH:15]=1. The catalyst class is: 880.